This data is from Full USPTO retrosynthesis dataset with 1.9M reactions from patents (1976-2016). The task is: Predict the reactants needed to synthesize the given product. (1) Given the product [CH3:3][C:4]1[O:8][C:7]([C:9]2[CH:10]=[CH:11][CH:12]=[CH:13][CH:14]=2)=[N:6][C:5]=1[CH2:15][O:16][C:17]1[CH:42]=[CH:41][C:20]([CH2:21][O:22]/[N:23]=[C:24](/[C:35]2[CH:40]=[CH:39][CH:38]=[CH:37][CH:36]=2)\[CH2:25][CH2:26][CH2:27][CH2:28][CH2:29][C:30]([OH:32])=[O:31])=[CH:19][CH:18]=1, predict the reactants needed to synthesize it. The reactants are: [OH-].[Na+].[CH3:3][C:4]1[O:8][C:7]([C:9]2[CH:14]=[CH:13][CH:12]=[CH:11][CH:10]=2)=[N:6][C:5]=1[CH2:15][O:16][C:17]1[CH:42]=[CH:41][C:20]([CH2:21][O:22]/[N:23]=[C:24](/[C:35]2[CH:40]=[CH:39][CH:38]=[CH:37][CH:36]=2)\[CH2:25][CH2:26][CH2:27][CH2:28][CH2:29][C:30]([O:32]CC)=[O:31])=[CH:19][CH:18]=1.CO.Cl. (2) Given the product [C:1]([O:5][C:6]([N:8]1[CH2:12][CH:11]=[C:10]([CH2:13][CH2:14][C:18]([O:20][CH3:21])=[O:19])[CH2:9]1)=[O:7])([CH3:2])([CH3:3])[CH3:4], predict the reactants needed to synthesize it. The reactants are: [C:1]([O:5][C:6]([N:8]1[CH2:12][CH:11]=[C:10]([CH2:13][CH:14]([C:18]([OH:20])=[O:19])C(O)=O)[CH2:9]1)=[O:7])([CH3:4])([CH3:3])[CH3:2].[CH3:21]N(C=O)C.C(OCC)(=O)C.[Cl-].[Na+]. (3) Given the product [CH:1]1([C:4]2[C:9]([CH:10]3[CH2:12][CH2:11]3)=[CH:8][C:7]([CH:13]=[O:14])=[C:6]([O:15][CH2:16][CH3:17])[CH:5]=2)[CH2:3][CH2:2]1, predict the reactants needed to synthesize it. The reactants are: [CH:1]1([C:4]2[C:9]([CH:10]3[CH2:12][CH2:11]3)=[CH:8][C:7]([CH2:13][OH:14])=[C:6]([O:15][CH2:16][CH3:17])[CH:5]=2)[CH2:3][CH2:2]1. (4) Given the product [CH3:1][O:2][C:3](=[O:36])[CH2:4][O:5][C:6]1[CH:15]=[CH:14][C:13]([F:16])=[C:12]2[C:7]=1[C:8]([O:35][CH:49]([F:51])[F:50])=[C:9]([CH2:19][C:20]1[CH:21]=[CH:22][C:23]([S:26]([N:29]3[CH2:30][CH2:31][O:32][CH2:33][CH2:34]3)(=[O:28])=[O:27])=[CH:24][CH:25]=1)[C:10]([CH2:17][CH3:18])=[N:11]2, predict the reactants needed to synthesize it. The reactants are: [CH3:1][O:2][C:3](=[O:36])[CH2:4][O:5][C:6]1[CH:15]=[CH:14][C:13]([F:16])=[C:12]2[C:7]=1[C:8](=[O:35])[C:9]([CH2:19][C:20]1[CH:25]=[CH:24][C:23]([S:26]([N:29]3[CH2:34][CH2:33][O:32][CH2:31][CH2:30]3)(=[O:28])=[O:27])=[CH:22][CH:21]=1)=[C:10]([CH2:17][CH3:18])[NH:11]2.CN(C)C=O.C(=O)([O-])[O-].[K+].[K+].Cl[C:49](OC(=O)C)([F:51])[F:50]. (5) The reactants are: [CH3:1][C:2]1[CH:9]=[C:8]([N+:10]([O-:12])=[O:11])[C:7]([CH3:13])=[CH:6][C:3]=1[CH:4]=[O:5].C1(C)C(S([CH2:23][N+:24]#[C-:25])(=O)=O)=CC=CC=1.C[O-].[Na+]. Given the product [CH3:1][C:2]1[CH:9]=[C:8]([N+:10]([O-:12])=[O:11])[C:7]([CH3:13])=[CH:6][C:3]=1[C:4]1[O:5][CH:25]=[N:24][CH:23]=1, predict the reactants needed to synthesize it. (6) The reactants are: Br[C:2]1[CH:7]=[CH:6][C:5]([C:8]([CH3:11])([CH3:10])[CH3:9])=[CH:4][C:3]=1[N+:12]([O-])=O.[H][H]. Given the product [C:8]([C:5]1[CH:4]=[C:3]([NH2:12])[CH:2]=[CH:7][CH:6]=1)([CH3:11])([CH3:9])[CH3:10], predict the reactants needed to synthesize it. (7) Given the product [C:5]([O:27][CH:22]([C:17]1[N:18]([CH3:21])[C:19](=[O:20])[C:8]2[N:7]([CH2:6][C:5]3[CH:4]=[CH:3][C:2]([F:1])=[CH:36][CH:35]=3)[C:15]3[C:10]([C:9]=2[C:16]=1[C:28]1[CH:29]=[CH:30][C:31]([CH3:34])=[CH:32][CH:33]=1)=[CH:11][CH:12]=[CH:13][CH:14]=3)[C:23]([O:25][CH3:26])=[O:24])([CH3:35])([CH3:6])[CH3:4], predict the reactants needed to synthesize it. The reactants are: [F:1][C:2]1[CH:36]=[CH:35][C:5]([CH2:6][N:7]2[C:15]3[C:10](=[CH:11][CH:12]=[CH:13][CH:14]=3)[C:9]3[C:16]([C:28]4[CH:33]=[CH:32][C:31]([CH3:34])=[CH:30][CH:29]=4)=[C:17]([CH:22]([OH:27])[C:23]([O:25][CH3:26])=[O:24])[N:18]([CH3:21])[C:19](=[O:20])[C:8]2=3)=[CH:4][CH:3]=1.Cl(O)(=O)(=O)=O.